From a dataset of Reaction yield outcomes from USPTO patents with 853,638 reactions. Predict the reaction yield, written as a fraction of the theoretical maximum amount of product (1.0 means a 100% yield; for example, 0.34 means a 34% yield). (1) The reactants are [N:1]1[CH:6]=[CH:5][CH:4]=[C:3]([C:7]2[CH:8]=[CH:9][C:10]3[N:11]([C:13]([CH:16]=[O:17])=[CH:14][N:15]=3)[CH:12]=2)[CH:2]=1.[F:18]C1C(B(O)O)=CC=CN=1. No catalyst specified. The product is [F:18][C:2]1[C:3]([C:7]2[CH:8]=[CH:9][C:10]3[N:11]([C:13]([CH:16]=[O:17])=[CH:14][N:15]=3)[CH:12]=2)=[CH:4][CH:5]=[CH:6][N:1]=1. The yield is 0.450. (2) The reactants are [CH3:1][C:2]1[CH:13]=[CH:12][CH:11]=[C:10]([CH3:14])[C:3]=1[O:4][CH2:5][C:6](OC)=[O:7].O.[NH2:16][NH2:17]. The catalyst is C(O)C. The product is [CH3:1][C:2]1[CH:13]=[CH:12][CH:11]=[C:10]([CH3:14])[C:3]=1[O:4][CH2:5][C:6]([NH:16][NH2:17])=[O:7]. The yield is 0.460. (3) The reactants are [C:1]([O:4][C:5]1[CH:6]=[C:7]2[C:12](=[CH:13][C:14]=1[O:15][CH3:16])[N:11]=[CH:10][N:9]=[C:8]2[Cl:17])(=[O:3])[CH3:2].[Cl:18][C:19]1[C:20]([F:26])=[C:21]([CH:23]=[CH:24][CH:25]=1)[NH2:22]. The catalyst is C(O)(C)C. The product is [ClH:17].[C:1]([O:4][C:5]1[CH:6]=[C:7]2[C:12](=[CH:13][C:14]=1[O:15][CH3:16])[N:11]=[CH:10][N:9]=[C:8]2[NH:22][C:21]1[CH:23]=[CH:24][CH:25]=[C:19]([Cl:18])[C:20]=1[F:26])(=[O:3])[CH3:2]. The yield is 0.920. (4) The reactants are [F:1][C:2]1[CH:7]=[C:6](F)[C:5]([F:9])=[CH:4][C:3]=1[N+:10]([O-:12])=[O:11].[CH2:13]([OH:20])[C:14]1[CH:19]=[CH:18][CH:17]=[CH:16][CH:15]=1.C([O-])([O-])=O.[K+].[K+].O. The catalyst is CN(C=O)C. The product is [CH2:13]([O:20][C:6]1[CH:7]=[C:2]([F:1])[C:3]([N+:10]([O-:12])=[O:11])=[CH:4][C:5]=1[F:9])[C:14]1[CH:19]=[CH:18][CH:17]=[CH:16][CH:15]=1. The yield is 0.740. (5) The reactants are [NH2:1][CH2:2][C:3]1[C:8]([CH2:9][CH3:10])=[N:7][C:6]2[N:11]([CH2:14][CH3:15])[N:12]=[CH:13][C:5]=2[C:4]=1[NH:16][CH:17]1[CH2:22][CH2:21][O:20][CH2:19][CH2:18]1.[CH3:23][O:24][C:25]([C:27]1[CH:28]=[C:29]([CH:33]=[CH:34][CH:35]=1)[C:30](O)=[O:31])=[O:26].CN(C(ON1N=NC2C=CC=CC1=2)=[N+](C)C)C.F[P-](F)(F)(F)(F)F.CCN(CC)CC. The catalyst is C(Cl)Cl. The product is [CH2:14]([N:11]1[C:6]2=[N:7][C:8]([CH2:9][CH3:10])=[C:3]([CH2:2][NH:1][C:30]([C:29]3[CH:28]=[C:27]([CH:35]=[CH:34][CH:33]=3)[C:25]([O:24][CH3:23])=[O:26])=[O:31])[C:4]([NH:16][CH:17]3[CH2:18][CH2:19][O:20][CH2:21][CH2:22]3)=[C:5]2[CH:13]=[N:12]1)[CH3:15]. The yield is 0.550. (6) The reactants are [F:1][C:2]1[CH:7]=[CH:6][C:5]([C:8](=O)[CH2:9][C:10](=O)[C:11]([O:13][CH2:14][CH3:15])=[O:12])=[CH:4][CH:3]=1.Cl.[C:19]([NH:23][NH2:24])([CH3:22])([CH3:21])[CH3:20].Cl.CCCCCC. The catalyst is C(O)C.CCOC(C)=O. The product is [C:19]([N:23]1[C:8]([C:5]2[CH:6]=[CH:7][C:2]([F:1])=[CH:3][CH:4]=2)=[CH:9][C:10]([C:11]([O:13][CH2:14][CH3:15])=[O:12])=[N:24]1)([CH3:22])([CH3:21])[CH3:20]. The yield is 0.870.